This data is from Forward reaction prediction with 1.9M reactions from USPTO patents (1976-2016). The task is: Predict the product of the given reaction. (1) The product is: [F:17][C:16]([F:19])([F:18])[C:13]1[CH:14]=[CH:15][C:10]([CH:4]2[CH2:3][CH2:1][NH:2][C:5]2=[O:6])=[CH:11][CH:12]=1. Given the reactants [C:1]([CH2:3][CH:4]([C:10]1[CH:15]=[CH:14][C:13]([C:16]([F:19])([F:18])[F:17])=[CH:12][CH:11]=1)[C:5](OCC)=[O:6])#[N:2].N, predict the reaction product. (2) Given the reactants [CH3:1][N:2]1[CH:6]=[CH:5][N:4]=[CH:3]1.C([Li])CCC.Cl[Si](CC)(CC)CC.CS([N:24]1[C:32]2[C:27](=[CH:28][C:29]([C:33](=[O:41])[C:34]3[CH:39]=[CH:38][C:37]([Cl:40])=[CH:36][CH:35]=3)=[CH:30][CH:31]=2)[C:26]([C:42]2[CH:47]=[CH:46][CH:45]=[C:44]([Cl:48])[CH:43]=2)=[CH:25]1)(=O)=O, predict the reaction product. The product is: [Cl:48][C:44]1[CH:43]=[C:42]([C:26]2[C:27]3[C:32](=[CH:31][CH:30]=[C:29]([C:33]([C:34]4[CH:39]=[CH:38][C:37]([Cl:40])=[CH:36][CH:35]=4)([OH:41])[C:6]4[N:2]([CH3:1])[CH:3]=[N:4][CH:5]=4)[CH:28]=3)[NH:24][CH:25]=2)[CH:47]=[CH:46][CH:45]=1. (3) Given the reactants [Cl:1][C:2]1[CH:15]=[CH:14][C:5]([NH:6]C(OC(C)(C)C)=O)=[CH:4][CH:3]=1.[F:16][C:17]1[C:25]([F:26])=[CH:24][CH:23]=[CH:22][C:18]=1[C:19](Cl)=[O:20], predict the reaction product. The product is: [NH2:6][C:5]1[CH:4]=[CH:3][C:2]([Cl:1])=[CH:15][C:14]=1[C:19]([C:18]1[CH:22]=[CH:23][CH:24]=[C:25]([F:26])[C:17]=1[F:16])=[O:20]. (4) Given the reactants C(O[C:6]([N:8]1[CH2:12][C:11](=[CH:13][Cl:14])[CH2:10][C@H:9]1[C:15]([OH:17])=O)=[O:7])(C)(C)C.[C:18]1([C:27]2[CH:32]=[CH:31][CH:30]=[CH:29][CH:28]=2)[CH:23]=[CH:22][C:21](C(Cl)=O)=[CH:20][CH:19]=1.[O:33]1[CH:37]=[CH:36][CH:35]=[C:34]1[CH2:38][NH2:39], predict the reaction product. The product is: [C:27]1([C:18]2[CH:19]=[CH:20][CH:21]=[CH:22][CH:23]=2)[CH:28]=[CH:29][C:30]([C:6]([N:8]2[CH2:12][C:11](=[CH:13][Cl:14])[CH2:10][C@H:9]2[C:15]([NH:39][CH2:38][C:34]2[O:33][CH:37]=[CH:36][CH:35]=2)=[O:17])=[O:7])=[CH:31][CH:32]=1. (5) Given the reactants Br[C:2]1[CH:3]=[C:4]([CH:7]=[CH:8][CH:9]=1)[C:5]#[N:6].[B:10](OC(C)C)([O:15]C(C)C)[O:11]C(C)C.C([Li])CCC.CCCCCC.Cl, predict the reaction product. The product is: [C:5]([C:4]1[CH:3]=[C:2]([B:10]([OH:15])[OH:11])[CH:9]=[CH:8][CH:7]=1)#[N:6]. (6) The product is: [NH2:10][C:11]1[C:12](=[O:27])[N:13]([CH2:17][C:18]([NH:20][CH2:21][CH:22]([CH2:25][CH3:26])[CH2:23][CH3:24])=[O:19])[CH:14]=[CH:15][CH:16]=1. Given the reactants C(OC(=O)[NH:10][C:11]1[C:12](=[O:27])[N:13]([CH2:17][C:18]([NH:20][CH2:21][CH:22]([CH2:25][CH3:26])[CH2:23][CH3:24])=[O:19])[CH:14]=[CH:15][CH:16]=1)C1C=CC=CC=1, predict the reaction product. (7) Given the reactants [C:1]([O:5][C:6]([N:8]1[C:16]2[CH:15]=[C:14](Br)[N:13]=[CH:12][C:11]=2[C:10]([CH3:19])([CH3:18])[CH2:9]1)=[O:7])([CH3:4])([CH3:3])[CH3:2].[Cl:20][C:21]1[CH:26]=[CH:25][CH:24]=[CH:23][C:22]=1[OH:27].N1C=CC=CC=1C(O)=O.P([O-])([O-])([O-])=O.[K+].[K+].[K+], predict the reaction product. The product is: [C:1]([O:5][C:6]([N:8]1[C:16]2[CH:15]=[C:14]([O:27][C:22]3[CH:23]=[CH:24][CH:25]=[CH:26][C:21]=3[Cl:20])[N:13]=[CH:12][C:11]=2[C:10]([CH3:19])([CH3:18])[CH2:9]1)=[O:7])([CH3:4])([CH3:3])[CH3:2].